Dataset: Forward reaction prediction with 1.9M reactions from USPTO patents (1976-2016). Task: Predict the product of the given reaction. (1) Given the reactants [F:1][C:2]1[CH:20]=[C:19]([F:21])[CH:18]=[CH:17][C:3]=1[O:4][C:5]1[CH:6]=[CH:7][C:8]([N+:14]([O-])=O)=[C:9]([CH:13]=1)[C:10]([NH2:12])=[O:11], predict the reaction product. The product is: [NH2:14][C:8]1[CH:7]=[CH:6][C:5]([O:4][C:3]2[CH:17]=[CH:18][C:19]([F:21])=[CH:20][C:2]=2[F:1])=[CH:13][C:9]=1[C:10]([NH2:12])=[O:11]. (2) Given the reactants [Cl:1][C:2]1[CH:3]=[CH:4][C:5]([CH:24]=[O:25])=[C:6]2[C:10]=1[N:9]=[C:8]1[N:11]([C:15]3[C:16]([CH3:23])=[N:17][C:18]([O:21][CH3:22])=[CH:19][CH:20]=3)[CH2:12][CH2:13][CH2:14][N:7]21.[CH:26]1([Mg]Br)[CH2:28][CH2:27]1, predict the reaction product. The product is: [Cl:1][C:2]1[C:10]2[N:9]=[C:8]3[N:11]([C:15]4[C:16]([CH3:23])=[N:17][C:18]([O:21][CH3:22])=[CH:19][CH:20]=4)[CH2:12][CH2:13][CH2:14][N:7]3[C:6]=2[C:5]([CH:24]([CH:26]2[CH2:28][CH2:27]2)[OH:25])=[CH:4][CH:3]=1. (3) Given the reactants [CH3:1][O:2][C:3]1[C:8]([OH:9])=[CH:7][CH:6]=[C:5](/[CH:10]=[CH:11]/[C:12]([CH2:14][C:15](/[CH:17]=[CH:18]/[C:19]2[CH:27]=[C:24]([O:25][CH3:26])[C:22]([OH:23])=[CH:21][CH:20]=2)=[O:16])=[O:13])[CH:4]=1.[C:28](O)(=[O:50])/[CH:29]=[CH:30]\[CH:31]=[CH:32][CH:33]=[CH:34][CH:35]=[CH:36][CH:37]=[CH:38][CH:39]=[CH:40][CH2:41][CH2:42][CH2:43][CH2:44][CH2:45][CH2:46][CH2:47][CH2:48][CH3:49].C1(N=C=NC2CCCCC2)CCCCC1, predict the reaction product. The product is: [C:28]([O:9][C:8]1[CH:7]=[CH:6][C:5]([CH:10]=[CH:11][C:12](=[O:13])[CH2:14][C:15](=[O:16])[CH:17]=[CH:18][C:19]2[CH:20]=[CH:21][C:22]([OH:23])=[C:24]([O:25][CH3:26])[CH:27]=2)=[CH:4][C:3]=1[O:2][CH3:1])(=[O:50])[CH:29]=[CH:30][CH:31]=[CH:32][CH:33]=[CH:34][CH:35]=[CH:36][CH:37]=[CH:38][CH:39]=[CH:40][CH2:41][CH2:42][CH2:43][CH2:44][CH2:45][CH2:46][CH2:47][CH2:48][CH3:49].